Dataset: Full USPTO retrosynthesis dataset with 1.9M reactions from patents (1976-2016). Task: Predict the reactants needed to synthesize the given product. (1) Given the product [CH2:1]([C:3]1[N:4]=[C:5]2[C:10]([C:11]#[N:12])=[CH:9][CH:8]=[CH:7][N:6]2[C:13]=1[C:15]1[CH:16]=[CH:17][C:18]([O:19][C:20]2[CH:25]=[CH:24][CH:23]=[C:22]([S:26]([CH2:29][CH3:30])(=[O:28])=[O:27])[CH:21]=2)=[CH:31][CH:32]=1)[CH3:2], predict the reactants needed to synthesize it. The reactants are: [CH2:1]([C:3]1[N:4]=[C:5]2[C:10]([C:11]#[N:12])=[CH:9][CH:8]=[CH:7][N:6]2[CH:13]=1)[CH3:2].Br[C:15]1[CH:32]=[CH:31][C:18]([O:19][C:20]2[CH:25]=[CH:24][CH:23]=[C:22]([S:26]([CH2:29][CH3:30])(=[O:28])=[O:27])[CH:21]=2)=[CH:17][CH:16]=1. (2) Given the product [CH3:44][C:28]1[C:29]([S:35]([C:38]2[CH:39]=[CH:40][CH:41]=[CH:42][CH:43]=2)(=[O:37])=[O:36])=[C:30]([C:32]([NH2:4])=[O:34])[NH:31][C:27]=1[C:25]([N:46]1[CH2:47][CH2:48][CH2:49][C:50]2[CH:55]=[CH:54][CH:53]=[CH:52][C:51]=2[CH2:45]1)=[O:26], predict the reactants needed to synthesize it. The reactants are: CC1C(S(C2C=CC=CC=2)(=O)=O)=C(C)[NH:4]C=1C(OCC)=O.C(O[C:25]([C:27]1[NH:31][C:30]([C:32]([OH:34])=O)=[C:29]([S:35]([C:38]2[CH:43]=[CH:42][CH:41]=[CH:40][CH:39]=2)(=[O:37])=[O:36])[C:28]=1[CH3:44])=[O:26])C.[CH2:45]1[C:51]2[CH:52]=[CH:53][CH:54]=[CH:55][C:50]=2[CH2:49][CH2:48][CH2:47][NH:46]1. (3) Given the product [Br:41][C:38]1[N:37]=[C:36]([C:25]2[C:26]([OH:28])=[CH:27][C:22]([O:21][CH2:20][CH2:19][CH2:18][O:17][C:13]3[C:12]([CH2:44][CH2:45][CH3:46])=[C:11]([CH:16]=[CH:15][CH:14]=3)[O:10][C:5]3[CH:6]=[CH:7][CH:8]=[CH:9][C:4]=3[C:3]([OH:47])=[O:2])=[C:23]([CH2:42][CH3:43])[CH:24]=2)[S:40][N:39]=1, predict the reactants needed to synthesize it. The reactants are: C[O:2][C:3](=[O:47])[C:4]1[CH:9]=[CH:8][CH:7]=[CH:6][C:5]=1[O:10][C:11]1[CH:16]=[CH:15][CH:14]=[C:13]([O:17][CH2:18][CH2:19][CH2:20][O:21][C:22]2[CH:27]=[C:26]([O:28]CC3C=CC=CC=3)[C:25]([C:36]3[S:40][N:39]=[C:38]([Br:41])[N:37]=3)=[CH:24][C:23]=2[CH2:42][CH3:43])[C:12]=1[CH2:44][CH2:45][CH3:46].B(F)(F)F.CCOCC. (4) The reactants are: Br[C:2]1[N:7]=[C:6]2[N:8]([CH2:14][C:15]3[CH:20]=[CH:19][C:18]([C:21]4[CH:26]=[CH:25][CH:24]=[CH:23][CH:22]=4)=[CH:17][C:16]=3[Cl:27])[C:9]([O:11][CH2:12][CH3:13])=[N:10][C:5]2=[CH:4][CH:3]=1.[C:28]([OH:32])(C)(C)C.C1(P(C2C=CC=CC=2)CCCP(C2C=CC=CC=2)C2C=CC=CC=2)C=CC=CC=1.[C]=[O:63]. Given the product [Cl:27][C:16]1[CH:17]=[C:18]([C:21]2[CH:26]=[CH:25][CH:24]=[CH:23][CH:22]=2)[CH:19]=[CH:20][C:15]=1[CH2:14][N:8]1[C:6]2=[N:7][C:2]([C:28]([OH:32])=[O:63])=[CH:3][CH:4]=[C:5]2[N:10]=[C:9]1[O:11][CH2:12][CH3:13], predict the reactants needed to synthesize it. (5) The reactants are: [NH2:1][C:2]1[C:3]([Cl:18])=[N:4][C:5]2[C:10]([C:11]=1[NH:12][CH2:13][C:14]([CH3:17])([OH:16])[CH3:15])=[CH:9][CH:8]=[CH:7][CH:6]=2.[CH3:19][O:20][CH2:21][CH2:22][CH2:23][N:24]=[C:25]=S. Given the product [Cl:18][C:3]1[C:2]2[N:1]=[C:25]([NH:24][CH2:23][CH2:22][CH2:21][O:20][CH3:19])[N:12]([CH2:13][C:14]([CH3:15])([OH:16])[CH3:17])[C:11]=2[C:10]2[CH:9]=[CH:8][CH:7]=[CH:6][C:5]=2[N:4]=1, predict the reactants needed to synthesize it. (6) Given the product [Cl:1][C:2]1[C:10]([CH2:11][O:12][CH2:13][C:14]([F:17])([F:16])[F:15])=[C:9]([S:18]([CH3:21])(=[O:20])=[O:19])[CH:8]=[CH:7][C:3]=1[C:4]([NH:29][C:25]1[C:24]([O:23][CH3:22])=[N:28][O:27][N:26]=1)=[O:6], predict the reactants needed to synthesize it. The reactants are: [Cl:1][C:2]1[C:10]([CH2:11][O:12][CH2:13][C:14]([F:17])([F:16])[F:15])=[C:9]([S:18]([CH3:21])(=[O:20])=[O:19])[CH:8]=[CH:7][C:3]=1[C:4]([OH:6])=O.[CH3:22][O:23][C:24]1[C:25]([NH2:29])=[N:26][O:27][N:28]=1.C(N(CC)CC)C.C(P1(=O)OP(=O)(CCC)OP(=O)(CCC)O1)CC. (7) Given the product [CH:17]1([NH:16][C:14](=[O:15])[C:13]2[CH:20]=[CH:21][C:22]([CH3:23])=[C:11]([C:7]3[N:6]=[C:5]4[NH:4][N:3]=[C:2]([NH:1][C:24]([C:25]5[CH:30]=[CH:29][C:28]([O:31][CH3:32])=[CH:27][CH:26]=5)=[O:33])[C:10]4=[CH:9][CH:8]=3)[CH:12]=2)[CH2:18][CH2:19]1, predict the reactants needed to synthesize it. The reactants are: [NH2:1][C:2]1[C:10]2[C:5](=[N:6][C:7]([C:11]3[CH:12]=[C:13]([CH:20]=[CH:21][C:22]=3[CH3:23])[C:14]([NH:16][CH:17]3[CH2:19][CH2:18]3)=[O:15])=[CH:8][CH:9]=2)[NH:4][N:3]=1.[C:24](Cl)(=[O:33])[C:25]1[CH:30]=[CH:29][C:28]([O:31][CH3:32])=[CH:27][CH:26]=1.